From a dataset of Catalyst prediction with 721,799 reactions and 888 catalyst types from USPTO. Predict which catalyst facilitates the given reaction. (1) Reactant: [ClH:1].[CH3:2][N:3]1[CH2:8][CH2:7][CH:6]([CH2:9][C:10]2[CH:15]=[CH:14][C:13]([C:16](=[O:18])[CH3:17])=[CH:12][CH:11]=2)[CH2:5][CH2:4]1.[CH:19]([C:21]1[CH:31]=[CH:30][C:24]([CH:25]=[CH:26][C:27]([OH:29])=[O:28])=[CH:23][CH:22]=1)=O.[OH-].[K+].Cl. Product: [ClH:1].[CH3:2][N:3]1[CH2:8][CH2:7][CH:6]([CH2:9][C:10]2[CH:11]=[CH:12][C:13]([C:16](=[O:18])/[CH:17]=[CH:19]/[C:21]3[CH:22]=[CH:23][C:24](/[CH:25]=[CH:26]/[C:27]([OH:29])=[O:28])=[CH:30][CH:31]=3)=[CH:14][CH:15]=2)[CH2:5][CH2:4]1. The catalyst class is: 14. (2) Reactant: [NH2:1][C:2]1[N:7]=[CH:6][N:5]=[C:4]2[N:8]([CH:12]([C:14]3[CH:21]=[C:20]([Cl:22])[C:17]([C:18]#[N:19])=[C:16]([CH:23]4[CH2:26][NH:25][CH2:24]4)[C:15]=3[O:27][CH2:28][CH3:29])[CH3:13])[N:9]=[C:10]([CH3:11])[C:3]=12.[C:30](O)(=[O:33])CC.C(N(CC)CC)C.F[P-](F)(F)(F)(F)F.N1(OC(N(C)C)=[N+](C)C)C2C=C[CH:56]=[CH:57][C:52]=2N=N1.CN(C)C=[O:69]. Product: [NH2:1][C:2]1[N:7]=[CH:6][N:5]=[C:4]2[N:8]([CH:12]([C:14]3[CH:21]=[C:20]([Cl:22])[C:17]([C:18]#[N:19])=[C:16]([CH:23]4[CH2:24][N:25]([C:30](=[O:33])[C:57]([OH:69])([CH3:56])[CH3:52])[CH2:26]4)[C:15]=3[O:27][CH2:28][CH3:29])[CH3:13])[N:9]=[C:10]([CH3:11])[C:3]=12. The catalyst class is: 449. (3) Reactant: Cl.[CH3:2][O:3][C:4](=[O:24])[CH2:5][C@H:6]1[CH2:11][CH2:10][C@H:9]([C:12]2[CH:17]=[CH:16][C:15]([NH:18][C:19](=[O:23])[CH2:20][CH2:21][NH2:22])=[CH:14][CH:13]=2)[CH2:8][CH2:7]1.CCN=C=NCCCN(C)C.[F:36][C:37]1[CH:42]=[CH:41][CH:40]=[CH:39][C:38]=1[C:43]1[O:44][C:45]([C:51]([F:54])([F:53])[F:52])=[C:46]([C:48](O)=[O:49])[N:47]=1.C1C=CC2N(O)N=NC=2C=1.C(N(C(C)C)C(C)C)C. Product: [CH3:2][O:3][C:4](=[O:24])[CH2:5][C@H:6]1[CH2:7][CH2:8][C@H:9]([C:12]2[CH:13]=[CH:14][C:15]([NH:18][C:19](=[O:23])[CH2:20][CH2:21][NH:22][C:48]([C:46]3[N:47]=[C:43]([C:38]4[CH:39]=[CH:40][CH:41]=[CH:42][C:37]=4[F:36])[O:44][C:45]=3[C:51]([F:54])([F:53])[F:52])=[O:49])=[CH:16][CH:17]=2)[CH2:10][CH2:11]1. The catalyst class is: 793. (4) Reactant: [CH3:1][O:2][C:3]1[CH:4]=[C:5]([NH:16]C(=O)OCC2C=CC=CC=2)[CH:6]=[CH:7][C:8]=1[CH:9]1[CH2:14][CH2:13][N:12]([CH3:15])[CH2:11][CH2:10]1.C(O)C. Product: [CH3:1][O:2][C:3]1[CH:4]=[C:5]([CH:6]=[CH:7][C:8]=1[CH:9]1[CH2:14][CH2:13][N:12]([CH3:15])[CH2:11][CH2:10]1)[NH2:16]. The catalyst class is: 354. (5) Reactant: [O:1]=[C:2]1[N:6]([C:7]2[CH:8]=[CH:9][C:10]3[C:16](=[O:17])[CH2:15][CH2:14][CH2:13][CH2:12][C:11]=3[CH:18]=2)[CH2:5][C@H:4]([CH2:19][NH:20][C:21](=[O:23])[CH3:22])[O:3]1.[CH3:24][S:25]([C:28]1[CH:35]=[CH:34][C:31]([CH:32]=O)=[CH:30][CH:29]=1)(=[O:27])=[O:26].N1CCCCC1. Product: [CH3:24][S:25]([C:28]1[CH:35]=[CH:34][C:31]([CH:32]=[C:15]2[CH2:14][CH2:13][CH2:12][C:11]3[CH:18]=[C:7]([N:6]4[CH2:5][C@H:4]([CH2:19][NH:20][C:21](=[O:23])[CH3:22])[O:3][C:2]4=[O:1])[CH:8]=[CH:9][C:10]=3[C:16]2=[O:17])=[CH:30][CH:29]=1)(=[O:26])=[O:27]. The catalyst class is: 15. (6) Reactant: C1([N:6]([C@@H:10]([C:44]([CH3:47])([CH3:46])[CH3:45])[C:11]([N:13]2[C@H:17]([C:18](=[O:32])[NH:19][CH:20]([CH2:29][CH2:30][CH3:31])[C@H:21]([OH:28])[C:22]([NH:24][CH:25]3[CH2:27][CH2:26]3)=[O:23])[CH2:16][C@@:15]3([CH2:36][C:35](=[O:37])[N:34]([C:38]4[CH:43]=[CH:42][CH:41]=[CH:40][CH:39]=4)[CH2:33]3)[CH2:14]2)=[O:12])[C:7](=O)[O-:8])CCCC1.O[NH-].CC(OI1(OC(C)=O)(OC(C)=O)O[C:61](=O)[C:60]2[CH:59]=[CH:58][CH:57]=CC1=2)=O.S([O-])([O-])(=O)=S.[Na+].[Na+].[OH2:79]. Product: [CH:57]1([O:79][C:7](=[O:8])[NH:6][C@@H:10]([C:44]([CH3:47])([CH3:46])[CH3:45])[C:11]([N:13]2[C@H:17]([C:18](=[O:32])[NH:19][C@@H:20]([CH2:29][CH2:30][CH3:31])[C:21](=[O:28])[C:22]([NH:24][CH:25]3[CH2:27][CH2:26]3)=[O:23])[CH2:16][C@@:15]3([CH2:36][C:35](=[O:37])[N:34]([C:38]4[CH:39]=[CH:40][CH:41]=[CH:42][CH:43]=4)[CH2:33]3)[CH2:14]2)=[O:12])[CH2:58][CH2:59][CH2:60][CH2:61]1. The catalyst class is: 2. (7) Reactant: [CH2:1]([C:3]1[CH:8]=[CH:7][C:6]([CH:9]([C:11]2[CH:16]=[CH:15][N:14]=[CH:13][C:12]=2[O:17]COCC[Si](C)(C)C)[OH:10])=[CH:5][CH:4]=1)[CH3:2].O1CCCC1.O.C1(C)C=CC(S(O)(=O)=O)=CC=1.C(=O)(O)[O-].[Na+]. Product: [CH2:1]([C:3]1[CH:4]=[CH:5][C:6]([CH:9]([C:11]2[CH:16]=[CH:15][N:14]=[CH:13][C:12]=2[OH:17])[OH:10])=[CH:7][CH:8]=1)[CH3:2]. The catalyst class is: 6.